This data is from Full USPTO retrosynthesis dataset with 1.9M reactions from patents (1976-2016). The task is: Predict the reactants needed to synthesize the given product. (1) Given the product [Cl:37][C:21]1[C:22]([NH:24][C:25]2[C:34]([O:35][CH3:36])=[CH:33][CH:32]=[CH:31][C:26]=2[C:27]([NH:29][CH3:30])=[O:28])=[N:23][C:18]([NH:16][C:13]2[CH:14]=[CH:15][C:8]3[CH2:7][CH2:6][N:5]([CH2:4][CH2:3][O:2][CH3:1])[CH2:11][CH2:10][C:9]=3[CH:12]=2)=[N:19][CH:20]=1, predict the reactants needed to synthesize it. The reactants are: [CH3:1][O:2][CH2:3][CH2:4][N:5]1[CH2:11][CH2:10][C:9]2[CH:12]=[C:13]([NH2:16])[CH:14]=[CH:15][C:8]=2[CH2:7][CH2:6]1.Cl[C:18]1[N:23]=[C:22]([NH:24][C:25]2[C:34]([O:35][CH3:36])=[CH:33][CH:32]=[CH:31][C:26]=2[C:27]([NH:29][CH3:30])=[O:28])[C:21]([Cl:37])=[CH:20][N:19]=1. (2) Given the product [CH3:28][O:27][C:21]1[CH:20]=[C:19]([C:13]2[C:14]([CH3:17])([CH3:18])[C:15](=[O:16])[N:11]([CH:8]3[CH2:9][CH2:10][N:5]([C:3](=[O:4])[CH2:2][N:33]4[C:29](=[O:35])[CH2:30][CH2:31][C:32]4=[O:34])[CH2:6][CH2:7]3)[N:12]=2)[CH:24]=[CH:23][C:22]=1[O:25][CH3:26], predict the reactants needed to synthesize it. The reactants are: Cl[CH2:2][C:3]([N:5]1[CH2:10][CH2:9][CH:8]([N:11]2[C:15](=[O:16])[C:14]([CH3:18])([CH3:17])[C:13]([C:19]3[CH:24]=[CH:23][C:22]([O:25][CH3:26])=[C:21]([O:27][CH3:28])[CH:20]=3)=[N:12]2)[CH2:7][CH2:6]1)=[O:4].[C:29]1(=[O:35])[NH:33][C:32](=[O:34])[CH2:31][CH2:30]1.C(=O)([O-])[O-].[K+].[K+].O. (3) Given the product [Br:1][C:2]1[CH:8]=[CH:7][C:5]2[NH:6][C:38]([C:34]3[CH:35]=[CH:36][C:37]4[N:25]([CH2:23][CH3:24])[C:26]5[C:31]([C:32]=4[CH:33]=3)=[CH:30][CH:29]=[CH:28][CH:27]=5)=[N:9][C:4]=2[C:3]=1[F:12], predict the reactants needed to synthesize it. The reactants are: [Br:1][C:2]1[CH:8]=[CH:7][C:5]([NH2:6])=[C:4]([N+:9]([O-])=O)[C:3]=1[F:12].BrC1C(F)=C(N)C(N)=CC=1.[CH2:23]([N:25]1[C:37]2[CH:36]=[CH:35][C:34]([CH:38]=O)=[CH:33][C:32]=2[C:31]2[C:26]1=[CH:27][CH:28]=[CH:29][CH:30]=2)[CH3:24]. (4) Given the product [OH:8][C:7]1[C:6]([C:12]([O:14][CH2:15][CH3:16])=[O:13])=[C:4]([CH3:5])[N:20]=[CH:18][N:19]=1, predict the reactants needed to synthesize it. The reactants are: C(O[C:4](=[C:6]([C:12]([O:14][CH2:15][CH3:16])=[O:13])[C:7](OCC)=[O:8])[CH3:5])C.Cl.[CH:18]([NH2:20])=[NH:19].[OH-].[K+].C(O)(=O)C.